This data is from NCI-60 drug combinations with 297,098 pairs across 59 cell lines. The task is: Regression. Given two drug SMILES strings and cell line genomic features, predict the synergy score measuring deviation from expected non-interaction effect. (1) Drug 1: CC1C(C(=O)NC(C(=O)N2CCCC2C(=O)N(CC(=O)N(C(C(=O)O1)C(C)C)C)C)C(C)C)NC(=O)C3=C4C(=C(C=C3)C)OC5=C(C(=O)C(=C(C5=N4)C(=O)NC6C(OC(=O)C(N(C(=O)CN(C(=O)C7CCCN7C(=O)C(NC6=O)C(C)C)C)C)C(C)C)C)N)C. Drug 2: CC1C(C(CC(O1)OC2CC(CC3=C2C(=C4C(=C3O)C(=O)C5=C(C4=O)C(=CC=C5)OC)O)(C(=O)CO)O)N)O.Cl. Cell line: OVCAR3. Synergy scores: CSS=29.6, Synergy_ZIP=5.39, Synergy_Bliss=6.85, Synergy_Loewe=4.33, Synergy_HSA=7.34. (2) Drug 1: C1=C(C(=O)NC(=O)N1)F. Drug 2: CN(C(=O)NC(C=O)C(C(C(CO)O)O)O)N=O. Cell line: SNB-19. Synergy scores: CSS=30.0, Synergy_ZIP=1.74, Synergy_Bliss=0.920, Synergy_Loewe=-3.11, Synergy_HSA=1.98. (3) Drug 1: C1=NC2=C(N1)C(=S)N=C(N2)N. Drug 2: C(CCl)NC(=O)N(CCCl)N=O. Cell line: EKVX. Synergy scores: CSS=22.8, Synergy_ZIP=-9.74, Synergy_Bliss=-5.34, Synergy_Loewe=-21.5, Synergy_HSA=-7.98. (4) Drug 1: CC1=C(C=C(C=C1)NC2=NC=CC(=N2)N(C)C3=CC4=NN(C(=C4C=C3)C)C)S(=O)(=O)N.Cl. Drug 2: CC(C)CN1C=NC2=C1C3=CC=CC=C3N=C2N. Cell line: ACHN. Synergy scores: CSS=-4.20, Synergy_ZIP=-3.37, Synergy_Bliss=-10.0, Synergy_Loewe=-9.53, Synergy_HSA=-9.08. (5) Drug 1: CC(CN1CC(=O)NC(=O)C1)N2CC(=O)NC(=O)C2. Drug 2: CC1C(C(CC(O1)OC2CC(CC3=C2C(=C4C(=C3O)C(=O)C5=CC=CC=C5C4=O)O)(C(=O)C)O)N)O. Cell line: ACHN. Synergy scores: CSS=67.9, Synergy_ZIP=-2.36, Synergy_Bliss=-0.843, Synergy_Loewe=2.44, Synergy_HSA=3.88.